The task is: Predict the product of the given reaction.. This data is from Forward reaction prediction with 1.9M reactions from USPTO patents (1976-2016). Given the reactants [Cl:1][C:2]1[C:3]([F:10])=[C:4]([CH:7]=[CH:8][CH:9]=1)[CH:5]=O.N1CCCCC1.[Cl:17][C:18]1[CH:26]=[C:25]2[C:21]([CH2:22][C:23](=[O:27])[NH:24]2)=[CH:20][CH:19]=1, predict the reaction product. The product is: [Cl:17][C:18]1[CH:26]=[C:25]2[C:21](/[C:22](=[CH:5]\[C:4]3[CH:7]=[CH:8][CH:9]=[C:2]([Cl:1])[C:3]=3[F:10])/[C:23](=[O:27])[NH:24]2)=[CH:20][CH:19]=1.